Dataset: Reaction yield outcomes from USPTO patents with 853,638 reactions. Task: Predict the reaction yield, written as a fraction of the theoretical maximum amount of product (1.0 means a 100% yield; for example, 0.34 means a 34% yield). (1) The catalyst is C(O)(=O)C.C(Cl)Cl.C(O)C. The yield is 0.680. The product is [ClH:35].[ClH:35].[N:1]1[CH:6]=[CH:5][CH:4]=[CH:3][C:2]=1[N:7]([CH2:29][CH2:30][C:31]([O:33][CH3:34])=[O:32])[C:8]([C:10]1[CH:11]=[CH:12][C:13]2[S:17][C:16]([CH2:18][NH:19][C:20]3[CH:25]=[CH:24][C:23]([C:26](=[NH:42])[NH2:27])=[CH:22][CH:21]=3)=[N:15][C:14]=2[CH:28]=1)=[O:9]. The reactants are [N:1]1[CH:6]=[CH:5][CH:4]=[CH:3][C:2]=1[N:7]([CH2:29][CH2:30][C:31]([O:33][CH3:34])=[O:32])[C:8]([C:10]1[CH:11]=[CH:12][C:13]2[S:17][C:16]([CH2:18][NH:19][C:20]3[CH:25]=[CH:24][C:23]([C:26]#[N:27])=[CH:22][CH:21]=3)=[N:15][C:14]=2[CH:28]=1)=[O:9].[ClH:35].CO.C(=O)([O-])[O-].[NH4+:42].[NH4+]. (2) The reactants are Br[C:2]1[CH:3]=[C:4]([O:10][C:11]2[C:12]([F:28])=[C:13]([CH2:18][NH:19][C:20]([C:22]3[NH:26][CH:25]=[N:24][C:23]=3[Cl:27])=[O:21])[CH:14]=[CH:15][C:16]=2[Cl:17])[CH:5]=[C:6]([C:8]#[N:9])[CH:7]=1.[CH:29]#[C:30][CH2:31][CH3:32]. The catalyst is C1COCC1.[Cu]I. The product is [C:29]([C:2]1[CH:3]=[C:4]([O:10][C:11]2[C:12]([F:28])=[C:13]([CH2:18][NH:19][C:20]([C:22]3[NH:26][CH:25]=[N:24][C:23]=3[Cl:27])=[O:21])[CH:14]=[CH:15][C:16]=2[Cl:17])[CH:5]=[C:6]([C:8]#[N:9])[CH:7]=1)#[C:30][CH2:31][CH3:32]. The yield is 0.280. (3) The reactants are [CH3:1][O:2][C:3]([C@@H:5]1[CH2:39][C@@H:38]2[CH2:40][N:6]1[C:7](=[O:52])[C@H:8]([CH:43]1[CH2:51][C:50]3[C:45](=[CH:46][CH:47]=[CH:48][CH:49]=3)[CH2:44]1)[NH:9][C:10](=[O:42])[O:11][C@@H:12]1[CH2:41][C@H:13]1[CH2:14][CH2:15][CH2:16][C:17]#[C:18][C:19]1[C:20]([O:37]2)=[N:21][C:22]2[CH:23]=[CH:24][CH:25]=[CH:26][C:27]=2[C:28]=1[O:29]CC1C=CC=CC=1)=[O:4]. The catalyst is CO.C1COCC1.[Pd].C(OCC)(=O)C. The product is [CH3:1][O:2][C:3]([C@@H:5]1[CH2:39][C@@H:38]2[CH2:40][N:6]1[C:7](=[O:52])[C@H:8]([CH:43]1[CH2:44][C:45]3[C:50](=[CH:49][CH:48]=[CH:47][CH:46]=3)[CH2:51]1)[NH:9][C:10](=[O:42])[O:11][C@@H:12]1[CH2:41][C@H:13]1[CH2:14][CH2:15][CH2:16][CH2:17][CH2:18][C:19]1[C:20]([O:37]2)=[N:21][C:22]2[CH:23]=[CH:24][CH:25]=[CH:26][C:27]=2[C:28]=1[OH:29])=[O:4]. The yield is 1.00. (4) The reactants are [NH2:1][CH2:2][CH2:3][C:4]1([OH:34])[CH2:8][CH2:7][CH2:6][CH:5]1[C:9]([NH:11][C@H:12]([CH:31]([CH3:33])[CH3:32])[C:13]([N:15]1[CH2:20][CH2:19][C@@:18]([C:22]2[CH:27]=[CH:26][C:25]([Cl:28])=[CH:24][CH:23]=2)([OH:21])[C:17]([CH3:30])([CH3:29])[CH2:16]1)=[O:14])=[O:10].C(N(CC)CC)C.[C:42](N1C=CN=C1)(N1C=CN=C1)=[O:43].C(O)(C(F)(F)F)=O. The catalyst is C1COCC1.O.CO. The product is [Cl:28][C:25]1[CH:24]=[CH:23][C:22]([C@@:18]2([OH:21])[CH2:19][CH2:20][N:15]([C:13](=[O:14])[C@H:12]([NH:11][C:9]([CH:5]3[C:4]4([CH2:3][CH2:2][NH:1][C:42](=[O:43])[O:34]4)[CH2:8][CH2:7][CH2:6]3)=[O:10])[CH:31]([CH3:32])[CH3:33])[CH2:16][C:17]2([CH3:29])[CH3:30])=[CH:27][CH:26]=1. The yield is 0.250. (5) The yield is 0.760. The product is [CH2:17]([O:1][C:2]1[CH:7]=[CH:6][C:5]([CH:8]([CH3:11])[C:9]#[N:10])=[CH:4][CH:3]=1)[C:18]1[CH:23]=[CH:22][CH:21]=[CH:20][CH:19]=1. The catalyst is CN(C)C=O.O. The reactants are [OH:1][C:2]1[CH:7]=[CH:6][C:5]([CH2:8][C:9]#[N:10])=[CH:4][CH:3]=1.[C:11](=O)([O-])[O-].[K+].[K+].[CH2:17](Br)[C:18]1[CH:23]=[CH:22][CH:21]=[CH:20][CH:19]=1.[I-].[K+].